Task: Regression/Classification. Given a drug SMILES string, predict its absorption, distribution, metabolism, or excretion properties. Task type varies by dataset: regression for continuous measurements (e.g., permeability, clearance, half-life) or binary classification for categorical outcomes (e.g., BBB penetration, CYP inhibition). For this dataset (lipophilicity_astrazeneca), we predict Y.. Dataset: Experimental lipophilicity measurements (octanol/water distribution) for 4,200 compounds from AstraZeneca (1) The Y is 2.31 logD. The molecule is CCc1nc(N)nc(N)c1-c1ccc(Cl)cc1. (2) The drug is O=C(NS(=O)(=O)c1ccc(NCCSc2ccccc2)c([N+](=O)[O-])c1)c1ccc(N2CCNCC2)cc1. The Y is -0.0400 logD. (3) The molecule is O=C(NCC12CC3CC(CC(C3)C1)C2)c1cc(N2CCNCC2)ncc1Cl. The Y is 2.09 logD.